Dataset: Full USPTO retrosynthesis dataset with 1.9M reactions from patents (1976-2016). Task: Predict the reactants needed to synthesize the given product. (1) Given the product [Br:1][C:2]1[C:10]2[C:5](=[N:6][C:7]([NH:11][C@H:12]([CH2:14][CH2:15][CH3:16])[CH3:13])=[N:8][CH:9]=2)[N:4]([C@H:18]2[CH2:23][CH2:22][C@H:21]([OH:24])[CH2:20][CH2:19]2)[N:3]=1, predict the reactants needed to synthesize it. The reactants are: [Br:1][C:2]1[C:10]2[C:5](=[N:6][C:7]([NH:11][C@H:12]([CH2:14][CH2:15][CH3:16])[CH3:13])=[N:8][CH:9]=2)[NH:4][N:3]=1.Cl[CH:18]1[CH2:23][CH2:22][CH:21]([OH:24])[CH2:20][CH2:19]1.C([O-])([O-])=O.[K+].[K+]. (2) Given the product [N:1]1([C:13]([O:15][CH2:16][C:17]2[CH:22]=[CH:21][CH:20]=[CH:19][CH:18]=2)=[O:14])[CH2:39][CH2:38][CH:30]([C:31]([O:33][C:34]([CH3:37])([CH3:36])[CH3:35])=[O:32])[N:2]1[C:3]([O:5][CH2:6][C:7]1[CH:12]=[CH:11][CH:10]=[CH:9][CH:8]=1)=[O:4], predict the reactants needed to synthesize it. The reactants are: [NH:1]([C:13]([O:15][CH2:16][C:17]1[CH:22]=[CH:21][CH:20]=[CH:19][CH:18]=1)=[O:14])[NH:2][C:3]([O:5][CH2:6][C:7]1[CH:12]=[CH:11][CH:10]=[CH:9][CH:8]=1)=[O:4].C(=O)([O-])[O-].[Cs+].[Cs+].Br[CH:30]([CH2:38][CH2:39]Br)[C:31]([O:33][C:34]([CH3:37])([CH3:36])[CH3:35])=[O:32]. (3) Given the product [CH:1]1([CH:4]([N:19]2[CH:18]=[CH:17][N:21]=[CH:20]2)[C:6]2[CH:11]=[CH:10][C:9]([C:12]3[CH:16]=[CH:15][O:14][CH:13]=3)=[N:8][CH:7]=2)[CH2:3][CH2:2]1, predict the reactants needed to synthesize it. The reactants are: [CH:1]1([CH:4]([C:6]2[CH:7]=[N:8][C:9]([C:12]3[CH:16]=[CH:15][O:14][CH:13]=3)=[CH:10][CH:11]=2)O)[CH2:3][CH2:2]1.[CH:17]1[N:21]=[CH:20][N:19](C([N:19]2[CH:20]=[N:21][CH:17]=[CH:18]2)=O)[CH:18]=1. (4) Given the product [Cl:1][C:2]1[CH:7]=[C:6]([C:8]2([C:16]([OH:19])=[O:17])[CH2:12][CH2:11][CH2:10][CH2:9]2)[CH:5]=[CH:4][N:3]=1, predict the reactants needed to synthesize it. The reactants are: [Cl:1][C:2]1[CH:7]=[C:6]([C:8]2(C#N)[CH2:12][CH2:11][CH2:10][CH2:9]2)[CH:5]=[CH:4][N:3]=1.O.[C:16]([O-:19])(O)=[O:17].[Na+]. (5) The reactants are: Cl[C:2]1[N:7]=[CH:6][C:5]([C:8]2[O:12][N:11]=[C:10]([C:13]3[CH:21]=[CH:20][C:19]4[NH:18][C:17]5[CH:22]([CH2:25][C:26]([O:28]CC)=[O:27])[CH2:23][CH2:24][C:16]=5[C:15]=4[CH:14]=3)[N:9]=2)=[CH:4][CH:3]=1.[CH3:31][CH:32]([OH:34])[CH3:33].CC([O-])(C)C.[K+].[OH-].[Na+]. Given the product [CH:32]([O:34][C:2]1[N:7]=[CH:6][C:5]([C:8]2[O:12][N:11]=[C:10]([C:13]3[CH:21]=[CH:20][C:19]4[NH:18][C:17]5[CH:22]([CH2:25][C:26]([OH:28])=[O:27])[CH2:23][CH2:24][C:16]=5[C:15]=4[CH:14]=3)[N:9]=2)=[CH:4][CH:3]=1)([CH3:33])[CH3:31], predict the reactants needed to synthesize it. (6) Given the product [CH2:8]([O:7][P:5]([O:11][CH2:12][C:13]1[CH:30]=[C:29]([F:31])[CH:28]=[CH:27][C:14]=1[C:15]([OH:17])=[O:16])([O:4][CH2:1][CH:2]=[CH2:3])=[O:6])[CH:9]=[CH2:10], predict the reactants needed to synthesize it. The reactants are: [CH2:1]([O:4][P:5]([O:11][CH2:12][C:13]1[CH:30]=[C:29]([F:31])[CH:28]=[CH:27][C:14]=1[C:15]([O:17]CC1C=CC(OC)=CC=1)=[O:16])([O:7][CH2:8][CH:9]=[CH2:10])=[O:6])[CH:2]=[CH2:3].C1(OC)C=CC=CC=1.FC(F)(F)C(O)=O. (7) Given the product [F:1][C:2]1[CH:7]=[CH:6][C:5]([F:8])=[CH:4][C:3]=1[C@H:9]1[CH2:13][CH2:12][CH2:11][N:10]1[C:14]1[CH:19]=[CH:18][N:17]2[N:20]=[CH:21][C:22]([C:23]([OH:25])=[O:24])=[C:16]2[N:15]=1, predict the reactants needed to synthesize it. The reactants are: [F:1][C:2]1[CH:7]=[CH:6][C:5]([F:8])=[CH:4][C:3]=1[C@H:9]1[CH2:13][CH2:12][CH2:11][N:10]1[C:14]1[CH:19]=[CH:18][N:17]2[N:20]=[CH:21][C:22]([C:23]([O-:25])=[O:24])=[C:16]2[N:15]=1.[Li+].[OH-]. (8) Given the product [Cl:1][C:2]1[CH:7]=[C:6]([CH2:8][N:14]2[CH2:15][CH2:16][N:11]([CH3:10])[CH2:12][CH2:13]2)[CH:5]=[CH:4][N:3]=1, predict the reactants needed to synthesize it. The reactants are: [Cl:1][C:2]1[CH:7]=[C:6]([CH:8]=O)[CH:5]=[CH:4][N:3]=1.[CH3:10][N:11]1[CH2:16][CH2:15][NH:14][CH2:13][CH2:12]1. (9) The reactants are: [CH2:1]([O:5][CH2:6][CH2:7][O:8][C:9]1[CH:14]=[CH:13][C:12]([C:15]2[CH:16]=[CH:17][C:18]3[N:24]([CH2:25][CH:26]([CH3:28])[CH3:27])[CH2:23][CH2:22][C:21]([C:29]([NH:31][C:32]4[CH:37]=[CH:36][C:35]([S:38][CH2:39][C:40]5[N:44]([CH2:45][CH2:46][CH3:47])[C:43]([S:48][CH3:49])=[N:42][N:41]=5)=[CH:34][CH:33]=4)=[O:30])=[CH:20][C:19]=3[CH:50]=2)=[CH:11][CH:10]=1)[CH2:2][CH2:3][CH3:4].ClC1C=CC=C(C(OO)=[O:59])C=1.S([O-])([O-])(=O)=S.[Na+].[Na+]. Given the product [CH2:1]([O:5][CH2:6][CH2:7][O:8][C:9]1[CH:10]=[CH:11][C:12]([C:15]2[CH:16]=[CH:17][C:18]3[N:24]([CH2:25][CH:26]([CH3:27])[CH3:28])[CH2:23][CH2:22][C:21]([C:29]([NH:31][C:32]4[CH:33]=[CH:34][C:35]([S:38]([CH2:39][C:40]5[N:44]([CH2:45][CH2:46][CH3:47])[C:43]([S:48][CH3:49])=[N:42][N:41]=5)=[O:59])=[CH:36][CH:37]=4)=[O:30])=[CH:20][C:19]=3[CH:50]=2)=[CH:13][CH:14]=1)[CH2:2][CH2:3][CH3:4], predict the reactants needed to synthesize it. (10) Given the product [CH3:17][C:15]1[C:11]2[C:6](=[CH:7][CH:8]=[CH:9][CH:10]=2)[N:12]([C:19]2[CH:24]=[CH:23][CH:22]=[CH:21][CH:20]=2)[C:13](=[O:18])[CH:14]=1, predict the reactants needed to synthesize it. The reactants are: S(=O)(=O)(O)O.[C:6]1([N:12]([C:19]2[CH:24]=[CH:23][CH:22]=[CH:21][CH:20]=2)[C:13](=[O:18])[CH2:14][C:15]([CH3:17])=O)[CH:11]=[CH:10][CH:9]=[CH:8][CH:7]=1.